Dataset: Forward reaction prediction with 1.9M reactions from USPTO patents (1976-2016). Task: Predict the product of the given reaction. (1) Given the reactants [F:1][C:2]1[CH:10]=[C:9]([O:11][CH3:12])[CH:8]=[CH:7][C:3]=1[C:4]([OH:6])=O.[NH2:13][C:14]1[CH:30]=[CH:29][C:17]([O:18][CH2:19][CH2:20][NH:21]C(=O)OC(C)(C)C)=[C:16]([C:31]2[N:35]([CH3:36])[N:34]=[CH:33][C:32]=2[Cl:37])[CH:15]=1.CN(C(ON1N=NC2C=CC=NC1=2)=[N+](C)C)C.F[P-](F)(F)(F)(F)F.C(N(CC)CC)C.Cl, predict the reaction product. The product is: [NH2:21][CH2:20][CH2:19][O:18][C:17]1[CH:29]=[CH:30][C:14]([NH:13][C:4](=[O:6])[C:3]2[CH:7]=[CH:8][C:9]([O:11][CH3:12])=[CH:10][C:2]=2[F:1])=[CH:15][C:16]=1[C:31]1[N:35]([CH3:36])[N:34]=[CH:33][C:32]=1[Cl:37]. (2) Given the reactants [CH3:1][C:2]1[CH:3]=[C:4]([CH:13]2[CH2:18][N:17]([C:19]([N:21]3[CH2:26][CH2:25][O:24][CH2:23][CH2:22]3)=[O:20])[CH2:16][CH:15]([C:27]([OH:29])=O)[CH2:14]2)[CH:5]=[CH:6][C:7]=1[O:8][C:9]([F:12])([F:11])[F:10].O[N:31]=[C:32]([CH:34]1[CH2:36][CH2:35]1)[NH2:33], predict the reaction product. The product is: [CH:34]1([C:32]2[N:33]=[C:27]([CH:15]3[CH2:14][CH:13]([C:4]4[CH:5]=[CH:6][C:7]([O:8][C:9]([F:12])([F:11])[F:10])=[C:2]([CH3:1])[CH:3]=4)[CH2:18][N:17]([C:19]([N:21]4[CH2:26][CH2:25][O:24][CH2:23][CH2:22]4)=[O:20])[CH2:16]3)[O:29][N:31]=2)[CH2:36][CH2:35]1. (3) Given the reactants [CH3:1][N:2]([CH3:28])[C:3]1[CH:27]=[CH:26][C:6]([CH2:7][CH2:8][N:9]2[CH2:13][CH2:12][C@H:11]([O:14]C(=O)C3C=CC([N+]([O-])=O)=CC=3)[CH2:10]2)=[CH:5][CH:4]=1.O1CCCC1.O.[Li+].[OH-], predict the reaction product. The product is: [CH3:28][N:2]([CH3:1])[C:3]1[CH:4]=[CH:5][C:6]([CH2:7][CH2:8][N:9]2[CH2:13][CH2:12][C@H:11]([OH:14])[CH2:10]2)=[CH:26][CH:27]=1. (4) The product is: [Cl:32][C:9]1[C:10]2[N:11]([CH:16]=[CH:17][CH:18]=2)[C:12]2[C:7]([N:8]=1)=[C:6]([C:3]1[NH:4][CH:5]=[N:1][N:2]=1)[CH:15]=[CH:14][CH:13]=2. Given the reactants [N:1]1[N:2]=[C:3]([C:6]2[CH:15]=[CH:14][CH:13]=[C:12]3[C:7]=2[NH:8][C:9](=O)[C:10]2[N:11]3[CH:16]=[CH:17][CH:18]=2)[NH:4][CH:5]=1.CC#N.C(N(CC)CC)C.O=P(Cl)(Cl)[Cl:32], predict the reaction product. (5) Given the reactants [Si]([O:8][C@H:9]1[CH2:13][CH2:12][N:11]([CH2:14][C@@H:15]([N:27](C)[C:28](=O)OCC2C=CC=CC=2)[C:16]2[CH:21]=[CH:20][CH:19]=[C:18]([C:22]3[S:23][CH:24]=[CH:25][N:26]=3)[CH:17]=2)[CH2:10]1)(C(C)(C)C)(C)C, predict the reaction product. The product is: [CH3:28][NH:27][C@@H:15]([C:16]1[CH:21]=[CH:20][CH:19]=[C:18]([C:22]2[S:23][CH:24]=[CH:25][N:26]=2)[CH:17]=1)[CH2:14][N:11]1[CH2:12][CH2:13][C@H:9]([OH:8])[CH2:10]1. (6) Given the reactants [Li+].CC([N-]C(C)C)C.[O:9]1[CH2:13][CH2:12][O:11][CH:10]1[CH2:14][CH2:15][CH2:16][C:17]1[CH:18]=[C:19]2[C:23](=[CH:24][CH:25]=1)[N:22]([C:26]([O:28][C:29]([CH3:32])([CH3:31])[CH3:30])=[O:27])[CH:21]=[CH:20]2.C[O:34][B:35](OC)[O:36]C, predict the reaction product. The product is: [C:29]([O:28][C:26]([N:22]1[C:23]2[C:19](=[CH:18][C:17]([CH2:16][CH2:15][CH2:14][CH:10]3[O:11][CH2:12][CH2:13][O:9]3)=[CH:25][CH:24]=2)[CH:20]=[C:21]1[B:35]([OH:36])[OH:34])=[O:27])([CH3:32])([CH3:31])[CH3:30]. (7) Given the reactants [CH2:1]1[C:9]2[C:4](=[CH:5][CH:6]=[CH:7][CH:8]=2)[CH2:3][CH:2]1[C:10]([OH:12])=[O:11].S(=O)(=O)(O)O.[CH2:18](O)[CH3:19], predict the reaction product. The product is: [CH2:3]1[C:4]2[C:9](=[CH:8][CH:7]=[CH:6][CH:5]=2)[CH2:1][CH:2]1[C:10]([O:12][CH2:18][CH3:19])=[O:11]. (8) Given the reactants [C:1]1([P:7]([C:14]2[CH:19]=[CH:18][CH:17]=[CH:16][CH:15]=2)[C:8]2[CH:13]=[CH:12][CH:11]=[CH:10][CH:9]=2)[CH:6]=[CH:5][CH:4]=[CH:3][CH:2]=1.[I-:20].[Na+].Cl[CH2:23][C:24]1[S:28][C:27]([C:29]2[CH:34]=[CH:33][C:32]([Cl:35])=[CH:31][CH:30]=2)=[N:26][C:25]=1[CH3:36], predict the reaction product. The product is: [I-:20].[Cl:35][C:32]1[CH:31]=[CH:30][C:29]([C:27]2[S:28][C:24]([CH2:23][P+:7]([C:1]3[CH:2]=[CH:3][CH:4]=[CH:5][CH:6]=3)([C:8]3[CH:13]=[CH:12][CH:11]=[CH:10][CH:9]=3)[C:14]3[CH:15]=[CH:16][CH:17]=[CH:18][CH:19]=3)=[C:25]([CH3:36])[N:26]=2)=[CH:34][CH:33]=1.